From a dataset of Full USPTO retrosynthesis dataset with 1.9M reactions from patents (1976-2016). Predict the reactants needed to synthesize the given product. (1) Given the product [CH3:32][O:31][C:29](=[O:30])[CH2:28][CH2:27][C:25]([N:8]1[C:7]2[CH:10]=[CH:11][CH:12]=[C:13]([CH:14]([CH3:16])[CH3:15])[C:6]=2[O:5][CH:4]([CH:1]([CH3:3])[CH3:2])[CH2:9]1)=[O:26], predict the reactants needed to synthesize it. The reactants are: [CH:1]([CH:4]1[CH2:9][NH:8][C:7]2[CH:10]=[CH:11][CH:12]=[C:13]([CH:14]([CH3:16])[CH3:15])[C:6]=2[O:5]1)([CH3:3])[CH3:2].C(N(CC)CC)C.Cl[C:25]([CH2:27][CH2:28][C:29]([O:31][CH3:32])=[O:30])=[O:26]. (2) The reactants are: [Cl:1][C:2]1[C:16]([Cl:17])=[CH:15][CH:14]=[CH:13][C:3]=1[CH2:4][NH:5][C:6](=[O:12])[N:7]([CH2:9][CH2:10][OH:11])[CH3:8].[CH2:18]([C:20]1[CH:25]=[CH:24][C:23]([N:26]=[C:27]=[O:28])=[CH:22][CH:21]=1)[CH3:19]. Given the product [CH2:18]([C:20]1[CH:25]=[CH:24][C:23]([NH:26][C:27](=[O:28])[O:11][CH2:10][CH2:9][N:7]([CH3:8])[C:6]([NH:5][CH2:4][C:3]2[CH:13]=[CH:14][CH:15]=[C:16]([Cl:17])[C:2]=2[Cl:1])=[O:12])=[CH:22][CH:21]=1)[CH3:19], predict the reactants needed to synthesize it. (3) The reactants are: [Cl:1][C:2]1[N:7]=[C:6]([C:8]2[CH:9]=[C:10]([CH:17]=[CH:18][CH:19]=2)[CH2:11]OS(C)(=O)=O)[CH:5]=[CH:4][N:3]=1.[C:20]([O:24][C:25]([N:27]1[CH2:32][CH2:31][NH:30][CH2:29][C@@H:28]1[CH3:33])=[O:26])([CH3:23])([CH3:22])[CH3:21].C(N(C(C)C)CC)(C)C. Given the product [C:20]([O:24][C:25]([N:27]1[CH2:32][CH2:31][N:30]([CH2:11][C:10]2[CH:17]=[CH:18][CH:19]=[C:8]([C:6]3[CH:5]=[CH:4][N:3]=[C:2]([Cl:1])[N:7]=3)[CH:9]=2)[CH2:29][C@@H:28]1[CH3:33])=[O:26])([CH3:23])([CH3:21])[CH3:22], predict the reactants needed to synthesize it. (4) The reactants are: [Cl:1][C:2]1[CH:3]=[C:4]([CH2:9][C:10]([OH:12])=[O:11])[CH:5]=[C:6]([OH:8])[CH:7]=1.Br[C:14]1[CH:19]=[CH:18][C:17]([S:20]([CH2:23][CH3:24])(=[O:22])=[O:21])=[C:16]([C:25]([F:28])([F:27])[F:26])[CH:15]=1. Given the product [Cl:1][C:2]1[CH:3]=[C:4]([CH2:9][C:10]([OH:12])=[O:11])[CH:5]=[C:6]([O:8][C:14]2[CH:19]=[CH:18][C:17]([S:20]([CH2:23][CH3:24])(=[O:21])=[O:22])=[C:16]([C:25]([F:27])([F:28])[F:26])[CH:15]=2)[CH:7]=1, predict the reactants needed to synthesize it. (5) Given the product [NH2:30][CH:28]([CH2:27][C:4]1[CH:5]=[CH:6][C:7]([C:8]2[N:12]=[C:11]([C:13]3[N:14]=[C:15]4[C:20]([Cl:21])=[CH:19][C:18]([C:22]([F:23])([F:24])[F:25])=[CH:17][N:16]4[CH:26]=3)[O:10][N:9]=2)=[C:2]([Cl:1])[CH:3]=1)[C:36]#[N:37], predict the reactants needed to synthesize it. The reactants are: [Cl:1][C:2]1[CH:3]=[C:4]([CH2:27][CH:28]=O)[CH:5]=[CH:6][C:7]=1[C:8]1[N:12]=[C:11]([C:13]2[N:14]=[C:15]3[C:20]([Cl:21])=[CH:19][C:18]([C:22]([F:25])([F:24])[F:23])=[CH:17][N:16]3[CH:26]=2)[O:10][N:9]=1.[NH4+:30].[OH-].CC(O)=O.[C-:36]#[N:37].[Na+].